The task is: Predict which catalyst facilitates the given reaction.. This data is from Catalyst prediction with 721,799 reactions and 888 catalyst types from USPTO. (1) The catalyst class is: 61. Reactant: [Si](C=[N+]=[N-])(C)(C)[CH3:2].[CH2:8]([C@H:15]([C:42]([NH:44][C@H:45]1[CH2:51][CH2:50][S:49][C@H:48]2[CH2:52][CH2:53][CH2:54][C@@H:55]([C:56]([O:58][CH3:59])=[O:57])[N:47]2[C:46]1=[O:60])=[O:43])[CH2:16][CH2:17][C@@H:18]([C:23](=[O:41])[NH:24][C@H:25]1[CH2:31][CH2:30][S:29][C@H:28]2[CH2:32][CH2:33][CH2:34][C@@H:35]([C:36]([O:38][CH3:39])=[O:37])[N:27]2[C:26]1=[O:40])[CH2:19][C:20]([OH:22])=[O:21])[C:9]1[CH:14]=[CH:13][CH:12]=[CH:11][CH:10]=1. Product: [CH2:8]([C@H:15]([C:42]([NH:44][C@H:45]1[CH2:51][CH2:50][S:49][C@H:48]2[CH2:52][CH2:53][CH2:54][C@@H:55]([C:56]([O:58][CH3:59])=[O:57])[N:47]2[C:46]1=[O:60])=[O:43])[CH2:16][CH2:17][C@H:18]([CH2:19][C:20]([O:22][CH3:2])=[O:21])[C:23]([NH:24][C@H:25]1[CH2:31][CH2:30][S:29][C@H:28]2[CH2:32][CH2:33][CH2:34][C@@H:35]([C:36]([O:38][CH3:39])=[O:37])[N:27]2[C:26]1=[O:40])=[O:41])[C:9]1[CH:14]=[CH:13][CH:12]=[CH:11][CH:10]=1. (2) Reactant: C1O[C:4]2([CH2:9][CH2:8][CH:7]([NH:10][CH2:11][CH2:12][CH3:13])[CH2:6][CH2:5]2)[O:3]C1.Cl.C(=O)([O-])[O-].[Na+].[Na+]. Product: [CH2:11]([NH:10][CH:7]1[CH2:8][CH2:9][C:4](=[O:3])[CH2:5][CH2:6]1)[CH2:12][CH3:13]. The catalyst class is: 30.